Dataset: Reaction yield outcomes from USPTO patents with 853,638 reactions. Task: Predict the reaction yield, written as a fraction of the theoretical maximum amount of product (1.0 means a 100% yield; for example, 0.34 means a 34% yield). (1) The reactants are [Cl:1][C:2]1[N:7]=[CH:6][C:5]([C:8](Cl)=[O:9])=[CH:4][CH:3]=1.[NH2:11][C:12]1[CH:13]=[C:14]([NH:19][C:20]([C:22]2[CH:27]=[CH:26][N:25]=[C:24]([N:28]3[CH2:33][CH2:32][O:31][CH2:30][CH2:29]3)[CH:23]=2)=[O:21])[CH:15]=[CH:16][C:17]=1[Cl:18]. No catalyst specified. The product is [Cl:1][C:2]1[N:7]=[CH:6][C:5]([C:8]([NH:11][C:12]2[CH:13]=[C:14]([NH:19][C:20]([C:22]3[CH:27]=[CH:26][N:25]=[C:24]([N:28]4[CH2:29][CH2:30][O:31][CH2:32][CH2:33]4)[CH:23]=3)=[O:21])[CH:15]=[CH:16][C:17]=2[Cl:18])=[O:9])=[CH:4][CH:3]=1. The yield is 0.580. (2) The reactants are [Br:1][C:2]1[CH:9]=[CH:8][C:5]([CH2:6][OH:7])=[CH:4][CH:3]=1.[H-].[Na+].Br[CH2:13][CH2:14][CH2:15][CH3:16]. The catalyst is CN(C)C=O. The product is [Br:1][C:2]1[CH:9]=[CH:8][C:5]([CH2:6][O:7][CH2:13][CH2:14][CH2:15][CH3:16])=[CH:4][CH:3]=1. The yield is 0.890. (3) The reactants are Br[C:2]1[CH:7]=[CH:6][C:5]([N:8]([C:13]2[C:32]([CH:33]3[CH2:35][CH2:34]3)=[CH:31][C:16]3[C:17]([C:27]([NH:29][CH3:30])=[O:28])=[C:18]([C:20]4[CH:25]=[CH:24][C:23]([F:26])=[CH:22][CH:21]=4)[O:19][C:15]=3[CH:14]=2)[S:9]([CH3:12])(=[O:11])=[O:10])=[CH:4][C:3]=1[C:36]([F:39])([F:38])[F:37].C([O-])(=O)C.[K+].[B:45]1(B2OC(C)(C)C(C)(C)O2)[O:49]C(C)(C)C(C)(C)[O:46]1. The catalyst is O1CCOCC1.C1C=CC(P(C2C=CC=CC=2)[C-]2C=CC=C2)=CC=1.C1C=CC(P(C2C=CC=CC=2)[C-]2C=CC=C2)=CC=1.Cl[Pd]Cl.[Fe+2].C(Cl)Cl. The product is [CH:33]1([C:32]2[C:13]([N:8]([C:5]3[CH:6]=[CH:7][C:2]([B:45]([OH:49])[OH:46])=[C:3]([C:36]([F:37])([F:39])[F:38])[CH:4]=3)[S:9]([CH3:12])(=[O:10])=[O:11])=[CH:14][C:15]3[O:19][C:18]([C:20]4[CH:21]=[CH:22][C:23]([F:26])=[CH:24][CH:25]=4)=[C:17]([C:27](=[O:28])[NH:29][CH3:30])[C:16]=3[CH:31]=2)[CH2:34][CH2:35]1. The yield is 0.490. (4) The reactants are Cl[C:2]1[CH:3]=[CH:4][C:5]([OH:11])=[C:6]([CH:10]=1)[C:7]([OH:9])=[O:8].[CH3:12][C:13]1[CH:18]=[CH:17][CH:16]=[CH:15][C:14]=1B(O)O.C([O-])([O-])=O.[K+].[K+]. The catalyst is O.[Pd].CC([O-])=O.CC([O-])=O.[Pd+2].C1(P(C2CCCCC2)C2C=CC=CC=2C2C(OC)=CC=C(S([O-])(=O)=O)C=2OC)CCCCC1.[Na+]. The product is [OH:11][C:5]1[CH:4]=[CH:3][C:2]([C:14]2[CH:15]=[CH:16][CH:17]=[CH:18][C:13]=2[CH3:12])=[CH:10][C:6]=1[C:7]([OH:9])=[O:8]. The yield is 0.960. (5) The reactants are BrC(C=O)C=O.Br[C:8]1[CH:9]=[CH:10][C:11]2[N:12]([C:15]([CH:18]=[O:19])=[CH:16][N:17]=2)[C:13]=1[CH3:14].Br[C:21]1[CH:22]=[CH:23][C:24](N)=[N:25][C:26]=1C. The catalyst is C(#N)C. The product is [CH3:14][C:13]1[N:12]2[C:15]([CH:18]=[O:19])=[CH:16][N:17]=[C:11]2[CH:10]=[CH:9][C:8]=1[C:23]1[CH:24]=[N:25][CH:26]=[CH:21][CH:22]=1. The yield is 0.280. (6) The product is [ClH:1].[CH3:2][N:3]1[CH:7]=[CH:6][N:5]=[C:4]1[CH2:8][CH2:9][C:10]([N:12]1[CH2:13][CH2:14][CH:15]([NH:18][C:19](=[O:21])[CH3:20])[CH2:16][CH2:17]1)=[O:11]. The catalyst is C(OCC)C. The yield is 0.600. The reactants are [ClH:1].[CH3:2][N:3]1[CH:7]=[CH:6][N:5]=[C:4]1[CH2:8][CH2:9][C:10]([N:12]1[CH2:17][CH2:16][CH:15]([NH:18][C:19](=[O:21])[CH3:20])[CH2:14][CH2:13]1)=[O:11]. (7) The reactants are [CH:1]1([C:4]([NH:6][C:7]2[N:8]=[C:9]3[CH:14]=[CH:13][C:12]([O:15][C:16]4[CH:21]=[CH:20][C:19]([NH:22][C:23]([C:25]5[C:26](=[O:37])[N:27]([C:31]6[CH:36]=[CH:35][CH:34]=[CH:33][CH:32]=6)[N:28]([CH3:30])[CH:29]=5)=[O:24])=[CH:18][C:17]=4[F:38])=[CH:11][N:10]3[CH:39]=2)=[O:5])[CH2:3][CH2:2]1.[ClH:40].O. The catalyst is C(C(C)=O)C. The product is [ClH:40].[CH:1]1([C:4]([NH:6][C:7]2[N:8]=[C:9]3[CH:14]=[CH:13][C:12]([O:15][C:16]4[CH:21]=[CH:20][C:19]([NH:22][C:23]([C:25]5[C:26](=[O:37])[N:27]([C:31]6[CH:32]=[CH:33][CH:34]=[CH:35][CH:36]=6)[N:28]([CH3:30])[CH:29]=5)=[O:24])=[CH:18][C:17]=4[F:38])=[CH:11][N:10]3[CH:39]=2)=[O:5])[CH2:3][CH2:2]1. The yield is 0.790. (8) The reactants are CO[C:3]([C:5]1[CH:10]=[N:9][C:8]([CH:11](Br)Br)=[CH:7][N:6]=1)=[O:4].COC([C:18]1[CH:23]=[N:22][C:21](C)=[CH:20][N:19]=1)=O.Br[N:26]1[C:30](=O)[CH2:29][CH2:28][C:27]1=O.[C:33](OOC(=O)C1C=CC=CC=1)(=O)[C:34]1C=CC=C[CH:35]=1.[C:51](Cl)(Cl)(Cl)Cl. No catalyst specified. The product is [CH:34]([N:19]1[CH2:18][CH2:23][N:22]([C:3]([C:5]2[CH:10]=[N:9][C:8]([CH2:11][N:26]3[CH2:30][CH2:29][CH2:28][CH2:27][CH2:51]3)=[CH:7][N:6]=2)=[O:4])[CH2:21][CH2:20]1)([CH3:35])[CH3:33]. The yield is 0.310. (9) The reactants are [Br:1][C:2]1[CH:7]=[C:6]([S:8]([CH3:11])(=[O:10])=[O:9])[CH:5]=[CH:4][C:3]=1F.[O:13]1[CH2:17][CH2:16][CH:15]([NH2:18])[CH2:14]1.C([O-])([O-])=O.[K+].[K+].O. The catalyst is CS(C)=O. The product is [Br:1][C:2]1[CH:7]=[C:6]([S:8]([CH3:11])(=[O:10])=[O:9])[CH:5]=[CH:4][C:3]=1[NH:18][CH:15]1[CH2:16][CH2:17][O:13][CH2:14]1. The yield is 0.692. (10) The reactants are [Cl:1][C:2]1[CH:7]=[C:6]([Cl:8])[CH:5]=[CH:4][C:3]=1[C:9](=O)[CH2:10][C:11](=O)[C:12]([F:15])([F:14])[F:13].[NH2:18][C:19]1[C:23]([C:24]#[N:25])=[CH:22][NH:21][N:20]=1. No catalyst specified. The product is [Cl:1][C:2]1[CH:7]=[C:6]([Cl:8])[CH:5]=[CH:4][C:3]=1[C:9]1[CH:10]=[C:11]([C:12]([F:15])([F:14])[F:13])[N:20]2[N:21]=[CH:22][C:23]([C:24]#[N:25])=[C:19]2[N:18]=1. The yield is 0.180.